This data is from Catalyst prediction with 721,799 reactions and 888 catalyst types from USPTO. The task is: Predict which catalyst facilitates the given reaction. Reactant: [C:1]1([CH2:7][CH2:8][CH2:9][NH2:10])[CH:6]=[CH:5][CH:4]=[CH:3][CH:2]=1.CN1CCOCC1.[CH3:18][N:19]([CH3:37])[C:20]1([C:31]2[CH:36]=[CH:35][CH:34]=[CH:33][N:32]=2)[CH2:25][CH2:24][C:23]([CH2:27][C:28](O)=[O:29])(O)[CH2:22][CH2:21]1.C1(N=C=NC2CCCCC2)CCCCC1.[OH-].[Na+]. Product: [CH3:37][N:19]([CH3:18])[C:20]1([C:31]2[CH:36]=[CH:35][CH:34]=[CH:33][N:32]=2)[CH2:25][CH2:24][C:23](=[CH:27][C:28]([NH:10][CH2:9][CH2:8][CH2:7][C:1]2[CH:6]=[CH:5][CH:4]=[CH:3][CH:2]=2)=[O:29])[CH2:22][CH2:21]1. The catalyst class is: 145.